This data is from Full USPTO retrosynthesis dataset with 1.9M reactions from patents (1976-2016). The task is: Predict the reactants needed to synthesize the given product. (1) Given the product [C:35]([C:32]1[CH:31]=[N:30][N:29]([C:26]2[CH:27]=[CH:28][C:23]([NH:22][C:20]([C:12]3[C:13]4[C:18](=[CH:17][C:16]([CH3:19])=[CH:15][CH:14]=4)[NH:10][CH:11]=3)=[O:21])=[CH:24][CH:25]=2)[C:33]=1[CH3:34])(=[O:39])[CH2:36][CH2:37][CH3:38], predict the reactants needed to synthesize it. The reactants are: C([O-])([O-])=O.[K+].[K+].C([N:10]1[C:18]2[C:13](=[CH:14][CH:15]=[C:16]([CH3:19])[CH:17]=2)[C:12]([C:20]([NH:22][C:23]2[CH:28]=[CH:27][C:26]([N:29]3[C:33]([CH3:34])=[C:32]([C:35](=[O:39])[CH2:36][CH2:37][CH3:38])[CH:31]=[N:30]3)=[CH:25][CH:24]=2)=[O:21])=[CH:11]1)(=O)C. (2) Given the product [Cl:36][C:18]1[N:13]2[C:14]([S:15][C:11]([C:8]3[C@H:9]([CH3:10])[C@@H:5]4[C@@H:4]([C@H:2]([OH:1])[CH3:3])[C:34](=[O:35])[N:6]4[C:7]=3[C:21]([O:23][CH2:24][C:25]3[CH:26]=[CH:27][C:28]([N+:31]([O-:33])=[O:32])=[CH:29][CH:30]=3)=[O:22])=[CH:12]2)=[C:16]([S:19][CH3:20])[N:17]=1, predict the reactants needed to synthesize it. The reactants are: [OH:1][C@@H:2]([C@H:4]1[C:34](=[O:35])[N:6]2[C:7]([C:21]([O:23][CH2:24][C:25]3[CH:30]=[CH:29][C:28]([N+:31]([O-:33])=[O:32])=[CH:27][CH:26]=3)=[O:22])=[C:8]([C:11]3[S:15][C:14]4=[C:16]([S:19][CH3:20])[N:17]=[CH:18][N:13]4[CH:12]=3)[C@H:9]([CH3:10])[C@H:5]12)[CH3:3].[Cl:36]N1C(=O)CCC1=O.N(C(C)(C)C#N)=NC(C)(C)C#N.ClCCl. (3) Given the product [CH3:28][S:25]([C:22]1[CH:23]=[CH:24][C:19]([C:14]([C:12]2[NH:11][C:8]3=[N:9][CH:10]=[C:5]([C:3]([OH:4])=[O:2])[CH:6]=[C:7]3[CH:13]=2)=[CH:15][CH:16]([CH3:18])[CH3:17])=[CH:20][CH:21]=1)(=[O:26])=[O:27], predict the reactants needed to synthesize it. The reactants are: C[O:2][C:3]([C:5]1[CH:6]=[C:7]2[CH:13]=[C:12]([C:14]([C:19]3[CH:24]=[CH:23][C:22]([S:25]([CH3:28])(=[O:27])=[O:26])=[CH:21][CH:20]=3)=[CH:15][CH:16]([CH3:18])[CH3:17])[N:11](S(C3C=CC=CC=3)(=O)=O)[C:8]2=[N:9][CH:10]=1)=[O:4].[OH-].[Na+].Cl. (4) Given the product [CH3:7][S:8][C:9]1[N:14]=[C:13]([NH:4][CH2:3][C:2]([F:6])([F:5])[F:1])[C:12]2=[N:17][CH:18]=[C:19]([C:20]#[N:21])[N:11]2[N:10]=1, predict the reactants needed to synthesize it. The reactants are: [F:1][C:2]([F:6])([F:5])[CH2:3][NH2:4].[CH3:7][S:8][C:9]1[N:14]=[C:13](SC)[C:12]2=[N:17][CH:18]=[C:19]([C:20]#[N:21])[N:11]2[N:10]=1. (5) Given the product [Cl:1][C:2]1[CH:3]=[C:4]([C:10]2[C:11]([CH3:26])=[N:12][N:13]([CH2:16][C:17]3[CH:25]=[CH:24][C:20]([C:21](=[S:36])[NH2:23])=[CH:19][CH:18]=3)[C:14]=2[CH3:15])[CH:5]=[CH:6][C:7]=1[C:8]#[N:9], predict the reactants needed to synthesize it. The reactants are: [Cl:1][C:2]1[CH:3]=[C:4]([C:10]2[C:11]([CH3:26])=[N:12][N:13]([CH2:16][C:17]3[CH:25]=[CH:24][C:20]([C:21]([NH2:23])=O)=[CH:19][CH:18]=3)[C:14]=2[CH3:15])[CH:5]=[CH:6][C:7]=1[C:8]#[N:9].COC1C=CC(P2(SP(C3C=CC(OC)=CC=3)(=S)S2)=[S:36])=CC=1. (6) Given the product [N:33]([C@H:6]([CH3:32])[CH2:7][CH2:8][CH2:9][CH2:10][N:11]1[C:20](=[O:21])[C:19]2[NH:18][C:17]([CH2:22][NH:23][C:24]([O:26][C:27]([CH3:30])([CH3:28])[CH3:29])=[O:25])=[N:16][C:15]=2[N:14]([CH3:31])[C:12]1=[O:13])=[N+:34]=[N-:35], predict the reactants needed to synthesize it. The reactants are: CS(O[C@@H:6]([CH3:32])[CH2:7][CH2:8][CH2:9][CH2:10][N:11]1[C:20](=[O:21])[C:19]2[NH:18][C:17]([CH2:22][NH:23][C:24]([O:26][C:27]([CH3:30])([CH3:29])[CH3:28])=[O:25])=[N:16][C:15]=2[N:14]([CH3:31])[C:12]1=[O:13])(=O)=O.[N-:33]=[N+:34]=[N-:35].[Na+]. (7) Given the product [C:7]([NH:11][C:12]1[N:3]2[NH:4][CH:5]=[N:6][C:2]2=[N:1][C:16]=1[C:15]1[CH:18]=[CH:19][CH:20]=[C:21]([Cl:22])[C:14]=1[Cl:13])([CH3:10])([CH3:9])[CH3:8], predict the reactants needed to synthesize it. The reactants are: [NH2:1][C:2]1[N:6]=[CH:5][NH:4][N:3]=1.[C:7]([N+:11]#[C-:12])([CH3:10])([CH3:9])[CH3:8].[Cl:13][C:14]1[C:21]([Cl:22])=[CH:20][CH:19]=[CH:18][C:15]=1[CH:16]=O.